This data is from Full USPTO retrosynthesis dataset with 1.9M reactions from patents (1976-2016). The task is: Predict the reactants needed to synthesize the given product. (1) Given the product [CH2:1]([O:3][C:4]([C:6]1[C:7]2[S:15][CH:14]=[C:13]([CH2:16][O:17][C:18]3[CH:23]=[CH:22][CH:21]=[C:20]([NH:24][C:32]([C:27]4[CH:28]=[CH:29][CH:30]=[CH:31][N:26]=4)=[O:33])[CH:19]=3)[C:8]=2[C:9]([Cl:12])=[N:10][CH:11]=1)=[O:5])[CH3:2], predict the reactants needed to synthesize it. The reactants are: [CH2:1]([O:3][C:4]([C:6]1[C:7]2[S:15][CH:14]=[C:13]([CH2:16][O:17][C:18]3[CH:23]=[CH:22][CH:21]=[C:20]([NH2:24])[CH:19]=3)[C:8]=2[C:9]([Cl:12])=[N:10][CH:11]=1)=[O:5])[CH3:2].Cl.[N:26]1[CH:31]=[CH:30][CH:29]=[CH:28][C:27]=1[C:32](Cl)=[O:33].C(OC(C1C2SC=C(COC3C=CC=C(NS(C4C=CC(Cl)=CC=4)(=O)=O)C=3)C=2C(Cl)=NC=1)=O)C. (2) Given the product [CH2:13]([N:10]1[CH:9]=[CH:8][C:4]([C:5]([OH:7])=[O:6])=[CH:3][C:2]1=[O:1])[C:14]1[CH:19]=[CH:18][CH:17]=[CH:16][CH:15]=1, predict the reactants needed to synthesize it. The reactants are: [OH:1][C:2]1[CH:3]=[C:4]([CH:8]=[CH:9][N:10]=1)[C:5]([OH:7])=[O:6].[OH-].[K+].[CH2:13](Br)[C:14]1[CH:19]=[CH:18][CH:17]=[CH:16][CH:15]=1. (3) Given the product [Cl:1][C:2]1[CH:3]=[C:4]2[C:8](=[CH:9][CH:10]=1)[NH:7][CH:6]=[C:5]2[CH2:11][CH2:12][NH:13][C:14]([C:15]1[CH:20]=[CH:19][C:18]([C:27]2[CH:28]=[CH:29][C:24]([F:23])=[CH:25][CH:26]=2)=[CH:17][CH:16]=1)=[O:22], predict the reactants needed to synthesize it. The reactants are: [Cl:1][C:2]1[CH:3]=[C:4]2[C:8](=[CH:9][CH:10]=1)[NH:7][CH:6]=[C:5]2[CH2:11][CH2:12][NH:13][C:14](=[O:22])[C:15]1[CH:20]=[CH:19][C:18](I)=[CH:17][CH:16]=1.[F:23][C:24]1[CH:29]=[CH:28][C:27](B(O)O)=[CH:26][CH:25]=1.C(=O)([O-])[O-].[Na+].[Na+]. (4) The reactants are: [NH2:1][C:2]1[N:7]=[C:6]([NH:8][CH2:9][CH2:10][C:11]([OH:13])=O)[CH:5]=[C:4]([Cl:14])[N:3]=1.[OH-].[NH4+].C(OCC)(=O)C. Given the product [NH2:1][C:2]1[N:3]=[C:4]([Cl:14])[C:5]2[C:11](=[O:13])[CH2:10][CH2:9][NH:8][C:6]=2[N:7]=1, predict the reactants needed to synthesize it. (5) Given the product [CH3:8][C@@H:9]1[N:13]([S:41]([C:35]2[CH:40]=[CH:39][CH:38]=[CH:37][CH:36]=2)(=[O:43])=[O:42])[CH2:12][C@@H:11]([CH2:14][N:15]2[C:23]3[C:18](=[CH:19][C:20]([C:24]4[CH:25]=[N:26][N:27]([CH:29]5[CH2:34][CH2:33][CH2:32][CH2:31][O:30]5)[CH:28]=4)=[CH:21][CH:22]=3)[CH:17]=[CH:16]2)[CH2:10]1, predict the reactants needed to synthesize it. The reactants are: C(N(CC)CC)C.[CH3:8][C@@H:9]1[NH:13][CH2:12][C@@H:11]([CH2:14][N:15]2[C:23]3[C:18](=[CH:19][C:20]([C:24]4[CH:25]=[N:26][N:27]([CH:29]5[CH2:34][CH2:33][CH2:32][CH2:31][O:30]5)[CH:28]=4)=[CH:21][CH:22]=3)[CH:17]=[CH:16]2)[CH2:10]1.[C:35]1([S:41](Cl)(=[O:43])=[O:42])[CH:40]=[CH:39][CH:38]=[CH:37][CH:36]=1.C(=O)(O)[O-].[Na+]. (6) The reactants are: [NH2:1][C:2]1[S:3][CH:4]=[C:5]([CH2:7][C:8]([NH:10][C:11]2[CH:37]=[CH:36][C:14]([CH2:15][C@@H:16]3[CH2:20][CH2:19][C@H:18]([C@H:21]([OH:28])[C:22]4[CH:27]=[CH:26][CH:25]=[CH:24][CH:23]=4)[N:17]3C(OC(C)(C)C)=O)=[CH:13][C:12]=2[Br:38])=[O:9])[N:6]=1.C(O)(C(F)(F)F)=O.C1(C)C=CC=CC=1. Given the product [NH2:1][C:2]1[S:3][CH:4]=[C:5]([CH2:7][C:8]([NH:10][C:11]2[CH:37]=[CH:36][C:14]([CH2:15][C@@H:16]3[CH2:20][CH2:19][C@H:18]([C@H:21]([OH:28])[C:22]4[CH:23]=[CH:24][CH:25]=[CH:26][CH:27]=4)[NH:17]3)=[CH:13][C:12]=2[Br:38])=[O:9])[N:6]=1, predict the reactants needed to synthesize it. (7) Given the product [O:15]1[C:14]2([CH2:19][CH2:20][N:11]([C:8]3[CH:9]=[CH:10][C:5]([C:4]([OH:21])=[O:3])=[CH:6][CH:7]=3)[CH2:12][CH2:13]2)[O:18][CH2:17][CH2:16]1, predict the reactants needed to synthesize it. The reactants are: C([O:3][C:4](=[O:21])[C:5]1[CH:10]=[CH:9][C:8]([N:11]2[CH2:20][CH2:19][C:14]3([O:18][CH2:17][CH2:16][O:15]3)[CH2:13][CH2:12]2)=[CH:7][CH:6]=1)C.[OH-].[Na+].C(O)(=O)C. (8) Given the product [CH3:11][O:12][C:13]([C:15]1[S:16][CH:17]=[CH:18][C:19]=1[N:20]([CH:21]1[CH2:30][CH2:29][C:24]2([O:28][CH2:27][CH2:26][O:25]2)[CH2:23][CH2:22]1)[C:8]([C@H:5]1[CH2:6][CH2:7][C@H:2]([CH3:1])[CH2:3][CH2:4]1)=[O:9])=[O:14], predict the reactants needed to synthesize it. The reactants are: [CH3:1][C@H:2]1[CH2:7][CH2:6][C@H:5]([C:8](Cl)=[O:9])[CH2:4][CH2:3]1.[CH3:11][O:12][C:13]([C:15]1[S:16][CH:17]=[CH:18][C:19]=1[NH:20][CH:21]1[CH2:30][CH2:29][C:24]2([O:28][CH2:27][CH2:26][O:25]2)[CH2:23][CH2:22]1)=[O:14].N1C=CC=CC=1.CO. (9) Given the product [C:5]1([O:4][C:2](=[O:3])[NH:15][C:14]2[CH:16]=[C:17]([N:20]3[CH2:21][CH2:22][O:23][CH2:24][CH2:25]3)[CH:18]=[CH:19][C:13]=2[O:12][CH3:11])[CH:10]=[CH:9][CH:8]=[CH:7][CH:6]=1, predict the reactants needed to synthesize it. The reactants are: Cl[C:2]([O:4][C:5]1[CH:10]=[CH:9][CH:8]=[CH:7][CH:6]=1)=[O:3].[CH3:11][O:12][C:13]1[CH:19]=[CH:18][C:17]([N:20]2[CH2:25][CH2:24][O:23][CH2:22][CH2:21]2)=[CH:16][C:14]=1[NH2:15].C([O-])(O)=O.[Na+]. (10) Given the product [Cl:30][C:26]1[CH:27]=[CH:28][C:29]2[C:14](=[O:15])[C:16]3=[N:17][CH:18]=[CH:19][CH:20]=[C:21]3[CH2:22][CH2:23][C:24]=2[CH:25]=1, predict the reactants needed to synthesize it. The reactants are: P(Cl)(Cl)(Cl)(Cl)Cl.C1(N[C:14]([C:16]2[C:21]([CH2:22][CH2:23][C:24]3[CH:29]=[CH:28][CH:27]=[C:26]([Cl:30])[CH:25]=3)=[CH:20][CH:19]=[CH:18][N:17]=2)=[O:15])C=CC=CC=1.[Cl-].[Al+3].[Cl-].[Cl-].[OH-].[Na+].